This data is from Full USPTO retrosynthesis dataset with 1.9M reactions from patents (1976-2016). The task is: Predict the reactants needed to synthesize the given product. (1) The reactants are: C(O[C:4](=[N:6][C:7](=O)[C:8]1[CH:13]=[CH:12][CH:11]=[CH:10][C:9]=1[O:14][CH3:15])[CH3:5])C.Cl.[NH:18]([C:20]1[CH:25]=[CH:24][C:23]([S:26]([NH2:29])(=[O:28])=[O:27])=[CH:22][CH:21]=1)[NH2:19].C(N(CC)CC)C.O. Given the product [CH3:15][O:14][C:9]1[CH:10]=[CH:11][CH:12]=[CH:13][C:8]=1[C:7]1[N:18]([C:20]2[CH:21]=[CH:22][C:23]([S:26]([NH2:29])(=[O:28])=[O:27])=[CH:24][CH:25]=2)[N:19]=[C:4]([CH3:5])[N:6]=1, predict the reactants needed to synthesize it. (2) The reactants are: [O:1]([C:8]1[CH:16]=[CH:15][C:11]([C:12]([NH2:14])=[S:13])=[CH:10][CH:9]=1)[C:2]1[CH:7]=[CH:6][CH:5]=[CH:4][CH:3]=1.[CH2:17]([O:19][C:20](=[O:26])[CH:21](Cl)[C:22](=O)[CH3:23])[CH3:18]. Given the product [CH2:17]([O:19][C:20]([C:21]1[S:13][C:12]([C:11]2[CH:10]=[CH:9][C:8]([O:1][C:2]3[CH:3]=[CH:4][CH:5]=[CH:6][CH:7]=3)=[CH:16][CH:15]=2)=[N:14][C:22]=1[CH3:23])=[O:26])[CH3:18], predict the reactants needed to synthesize it. (3) Given the product [C:1]1([NH:7][C:8]([N:10]2[CH2:15][CH2:14][N:13]([CH2:20][C:19]3[CH:22]=[CH:23][C:24]([CH3:25])=[C:17]([CH3:16])[CH:18]=3)[CH2:12][CH2:11]2)=[O:9])[CH:6]=[CH:5][CH:4]=[CH:3][CH:2]=1, predict the reactants needed to synthesize it. The reactants are: [C:1]1([NH:7][C:8]([N:10]2[CH2:15][CH2:14][NH:13][CH2:12][CH2:11]2)=[O:9])[CH:6]=[CH:5][CH:4]=[CH:3][CH:2]=1.[CH3:16][C:17]1[CH:18]=[C:19]([CH:22]=[CH:23][C:24]=1[CH3:25])[CH:20]=O. (4) Given the product [Cl:1][C:2]1[N:3]=[C:4]([CH3:9])[N:5]=[C:6]([NH2:14])[CH:7]=1, predict the reactants needed to synthesize it. The reactants are: [Cl:1][C:2]1[CH:7]=[C:6](Cl)[N:5]=[C:4]([CH3:9])[N:3]=1.C(O)(C)C.[NH3:14].O. (5) Given the product [NH2:42][C:39]1[N:40]=[CH:41][C:36]([C:16]2[N:17]=[C:18]([N:21]3[CH2:26][CH2:25][O:24][CH2:23][CH2:22]3)[C:19]3[S:20][C:12]([CH2:11][N:8]4[CH2:9][CH2:10][CH:5]([C:3]([NH:2][CH3:1])=[O:4])[CH2:6][CH2:7]4)=[CH:13][C:14]=3[N:15]=2)=[CH:37][CH:38]=1, predict the reactants needed to synthesize it. The reactants are: [CH3:1][NH:2][C:3]([CH:5]1[CH2:10][CH2:9][N:8]([CH2:11][C:12]2[S:20][C:19]3[C:18]([N:21]4[CH2:26][CH2:25][O:24][CH2:23][CH2:22]4)=[N:17][C:16](Cl)=[N:15][C:14]=3[CH:13]=2)[CH2:7][CH2:6]1)=[O:4].CC1(C)C(C)(C)OB([C:36]2[CH:37]=[CH:38][C:39]([NH2:42])=[N:40][CH:41]=2)O1.